This data is from Forward reaction prediction with 1.9M reactions from USPTO patents (1976-2016). The task is: Predict the product of the given reaction. (1) Given the reactants [CH2:1]([Mg]Cl)[CH2:2][CH3:3].CON(C)[C:9]([C:11]1[N:16]2[N:17]=[C:18]([NH:20][C:21]([NH:23][CH2:24][CH3:25])=[O:22])[N:19]=[C:15]2[CH:14]=[C:13]([C:26]2[CH:27]=[N:28][CH:29]=[CH:30][CH:31]=2)[CH:12]=1)=[O:10], predict the reaction product. The product is: [C:9]([C:11]1[N:16]2[N:17]=[C:18]([NH:20][C:21]([NH:23][CH2:24][CH3:25])=[O:22])[N:19]=[C:15]2[CH:14]=[C:13]([C:26]2[CH:27]=[N:28][CH:29]=[CH:30][CH:31]=2)[CH:12]=1)(=[O:10])[CH2:1][CH2:2][CH3:3]. (2) Given the reactants C([O:4][CH2:5][C:6]1[C:7]([N:21]2[CH2:32][CH2:31][N:30]3[C:23](=[CH:24][C:25]4[CH2:26][C:27]([CH3:34])([CH3:33])[CH2:28][C:29]=43)[C:22]2=[O:35])=[N:8][CH:9]=[CH:10][C:11]=1[C:12]1[CH:17]=[C:16]([NH2:18])[C:15](=[O:19])[N:14]([CH3:20])[CH:13]=1)(=O)C.[Li+].[OH-], predict the reaction product. The product is: [NH2:18][C:16]1[C:15](=[O:19])[N:14]([CH3:20])[CH:13]=[C:12]([C:11]2[CH:10]=[CH:9][N:8]=[C:7]([N:21]3[CH2:32][CH2:31][N:30]4[C:23](=[CH:24][C:25]5[CH2:26][C:27]([CH3:33])([CH3:34])[CH2:28][C:29]=54)[C:22]3=[O:35])[C:6]=2[CH2:5][OH:4])[CH:17]=1. (3) Given the reactants [Br:1][C:2]1[CH:3]=[C:4]([NH2:12])[C:5]2[N:6]([C:8](I)=[CH:9][N:10]=2)[CH:7]=1.[CH:13]1([NH:16][C:17](=[O:34])[C:18]2[CH:23]=[CH:22][C:21](B3OC(C)(C)C(C)(C)O3)=[CH:20][C:19]=2[CH3:33])[CH2:15][CH2:14]1.C(=O)([O-])[O-].[K+].[K+], predict the reaction product. The product is: [NH2:12][C:4]1[C:5]2[N:6]([C:8]([C:21]3[CH:22]=[CH:23][C:18]([C:17]([NH:16][CH:13]4[CH2:14][CH2:15]4)=[O:34])=[C:19]([CH3:33])[CH:20]=3)=[CH:9][N:10]=2)[CH:7]=[C:2]([Br:1])[CH:3]=1. (4) Given the reactants [CH3:1][O:2][CH:3]([O:11][CH3:12])[CH:4]([N:6]([CH3:10])[C:7]([NH2:9])=[O:8])[CH3:5].Cl[C:14]1[CH:19]=[C:18]([C:20]([F:23])([F:22])[F:21])[CH:17]=[CH:16][N:15]=1.C(=O)([O-])[O-].[K+].[K+].C1(P(C2C=CC=CC=2)C2C3OC4C(=CC=CC=4P(C4C=CC=CC=4)C4C=CC=CC=4)C(C)(C)C=3C=CC=2)C=CC=CC=1, predict the reaction product. The product is: [CH3:1][O:2][CH:3]([O:11][CH3:12])[CH:4]([N:6]([CH3:10])[C:7]([NH:9][C:14]1[CH:19]=[C:18]([C:20]([F:23])([F:22])[F:21])[CH:17]=[CH:16][N:15]=1)=[O:8])[CH3:5]. (5) Given the reactants [NH2:1][C:2]1[C:6]2=[N:7][CH:8]=[C:9](/[CH:11]=[CH:12]\[CH3:13])[CH:10]=[C:5]2[O:4][C:3]=1[C:14]([O:16][CH2:17][CH3:18])=[O:15], predict the reaction product. The product is: [NH2:1][C:2]1[C:6]2=[N:7][CH:8]=[C:9]([CH2:11][CH2:12][CH3:13])[CH:10]=[C:5]2[O:4][C:3]=1[C:14]([O:16][CH2:17][CH3:18])=[O:15].